This data is from Full USPTO retrosynthesis dataset with 1.9M reactions from patents (1976-2016). The task is: Predict the reactants needed to synthesize the given product. (1) Given the product [C:24]1([C:9]2[CH2:10][CH2:11][N:12]([C:15]([O:17][C:18]([CH3:19])([CH3:20])[CH3:21])=[O:16])[CH2:13][CH:14]=2)[CH:29]=[CH:28][CH:27]=[CH:26][CH:25]=1, predict the reactants needed to synthesize it. The reactants are: CC1(C)C(C)(C)OB([C:9]2[CH2:10][CH2:11][N:12]([C:15]([O:17][C:18]([CH3:21])([CH3:20])[CH3:19])=[O:16])[CH2:13][CH:14]=2)O1.Br[C:24]1[CH:29]=[CH:28][CH:27]=[CH:26][CH:25]=1.C(=O)([O-])[O-].[Na+].[Na+]. (2) Given the product [Cl:27][C:25]1[CH:26]=[C:21]([O:20][CH2:19][CH2:18][CH2:17][CH2:16][CH2:15][CH2:14][N:9]2[CH2:10][CH2:11][N:7]([C:4]3[CH:3]=[CH:2][N:1]=[CH:6][CH:5]=3)[C:8]2=[O:12])[CH:22]=[N:23][CH:24]=1, predict the reactants needed to synthesize it. The reactants are: [N:1]1[CH:6]=[CH:5][C:4]([N:7]2[CH2:11][CH2:10][NH:9][C:8]2=[O:12])=[CH:3][CH:2]=1.Br[CH2:14][CH2:15][CH2:16][CH2:17][CH2:18][CH2:19][O:20][C:21]1[CH:22]=[N:23][CH:24]=[C:25]([Cl:27])[CH:26]=1.[H-].[Na+].